The task is: Predict the reactants needed to synthesize the given product.. This data is from Full USPTO retrosynthesis dataset with 1.9M reactions from patents (1976-2016). (1) The reactants are: [CH2:1]([N:8]1[CH:16]=[C:15]2[C:10]([CH:11]=[C:12]([C:17]3[CH:18]=[C:19]([CH:27]4[O:32][CH2:31][CH:30]5[CH2:33][NH:34][CH2:35][CH2:36][N:29]5[CH2:28]4)[N:20]4[C:25]=3[C:24]([NH2:26])=[N:23][CH:22]=[N:21]4)[CH:13]=[CH:14]2)=[N:9]1)[C:2]1[CH:7]=[CH:6][CH:5]=[CH:4][CH:3]=1.C([O-])([O-])=O.[K+].[K+].[I-].[K+].Cl[CH2:46][C:47]([N:49]([CH3:51])[CH3:50])=[O:48]. Given the product [NH2:26][C:24]1[C:25]2=[C:17]([C:12]3[CH:13]=[CH:14][C:15]4[C:10]([CH:11]=3)=[N:9][N:8]([CH2:1][C:2]3[CH:7]=[CH:6][CH:5]=[CH:4][CH:3]=3)[CH:16]=4)[CH:18]=[C:19]([CH:27]3[O:32][CH2:31][CH:30]4[CH2:33][N:34]([CH2:46][C:47]([N:49]([CH3:51])[CH3:50])=[O:48])[CH2:35][CH2:36][N:29]4[CH2:28]3)[N:20]2[N:21]=[CH:22][N:23]=1, predict the reactants needed to synthesize it. (2) Given the product [OH:12][C:8]1[CH:7]=[C:6]([N:5]2[CH2:4][C:3]3[C:2](=[CH:16][CH:15]=[CH:14][CH:13]=3)[N:1]=[CH:17]2)[CH:11]=[CH:10][CH:9]=1, predict the reactants needed to synthesize it. The reactants are: [NH2:1][C:2]1[CH:16]=[CH:15][CH:14]=[CH:13][C:3]=1[CH2:4][NH:5][C:6]1[CH:7]=[C:8]([OH:12])[CH:9]=[CH:10][CH:11]=1.[C:17](O)(C(F)(F)F)=O. (3) The reactants are: [Cl:1][C:2]1[C:11]2[C:6](=[CH:7][CH:8]=[CH:9][CH:10]=2)[N:5]=[C:4]([CH3:12])[C:3]=1[C:13]([O:15][CH3:16])=[O:14].[Br:17]N1C(=O)CCC1=O.N(C(C)(C)C#N)=NC(C)(C)C#N. Given the product [Br:17][CH2:12][C:4]1[C:3]([C:13]([O:15][CH3:16])=[O:14])=[C:2]([Cl:1])[C:11]2[C:6](=[CH:7][CH:8]=[CH:9][CH:10]=2)[N:5]=1, predict the reactants needed to synthesize it. (4) Given the product [CH2:8]([O:7][C:3](=[O:6])[CH2:4][O:5][CH2:12][CH:11]=[CH2:10])[CH3:9], predict the reactants needed to synthesize it. The reactants are: [H-].[Na+].[C:3]([O:7][CH2:8][CH3:9])(=[O:6])[CH2:4][OH:5].[CH2:10](Br)[CH:11]=[CH2:12].[NH4+].[Cl-].